From a dataset of Reaction yield outcomes from USPTO patents with 853,638 reactions. Predict the reaction yield, written as a fraction of the theoretical maximum amount of product (1.0 means a 100% yield; for example, 0.34 means a 34% yield). The reactants are [CH3:1][N:2]1[C:14]2[C:13]3[N:12]=[C:11](SC)[N:10]=[CH:9][C:8]=3[CH2:7][CH2:6][C:5]=2[C:4]([C:17]([NH2:19])=[O:18])=[N:3]1.O[O:21][S:22]([O-:24])=O.[K+].O.[C:27](OCC)(=O)C. The catalyst is CN(C)C=O.C(OCC)C. The product is [CH3:1][N:2]1[C:14]2[C:13]3[N:12]=[C:11]([S:22]([CH3:27])(=[O:24])=[O:21])[N:10]=[CH:9][C:8]=3[CH2:7][CH2:6][C:5]=2[C:4]([C:17]([NH2:19])=[O:18])=[N:3]1. The yield is 0.800.